This data is from Forward reaction prediction with 1.9M reactions from USPTO patents (1976-2016). The task is: Predict the product of the given reaction. The product is: [O:1]=[C:2]1[N:6]2[CH2:7][CH2:8][N:9]([C:11]([O:13][C:14]3[CH:16]=[CH:45][CH:40]=[CH:41][CH:17]=3)=[O:12])[CH2:10][CH:5]2[CH:4]([C:18]2[CH:23]=[CH:22][CH:21]=[CH:20][CH:19]=2)[O:3]1. Given the reactants [O:1]=[C:2]1[N:6]2[CH2:7][CH2:8][N:9]([C:11]([O:13][C:14]([CH3:17])([CH3:16])C)=[O:12])[CH2:10][CH:5]2[CH:4]([C:18]2[CH:23]=[CH:22][CH:21]=[CH:20][CH:19]=2)[O:3]1.FC(F)(F)C(O)=O.C(N(CC)CC)C.C(Cl)(=O)O[C:40]1[CH:45]=CC=C[CH:41]=1, predict the reaction product.